This data is from Catalyst prediction with 721,799 reactions and 888 catalyst types from USPTO. The task is: Predict which catalyst facilitates the given reaction. (1) Reactant: [CH:1]([O:4][C:5]([C:7]1[CH:8]([C:35]2[CH:40]=[CH:39][CH:38]=[C:37]([N+:41]([O-:43])=[O:42])[CH:36]=2)[C:9]([C:15]([O:17][CH:18]2[CH2:21][N:20]([CH:22]([C:29]3[CH:34]=[CH:33][CH:32]=[CH:31][CH:30]=3)[C:23]3[CH:28]=[CH:27][CH:26]=[CH:25][CH:24]=3)[CH2:19]2)=[O:16])=[C:10]([NH2:14])[NH:11][C:12]=1[CH3:13])=[O:6])([CH3:3])[CH3:2].[BrH:44]. Product: [BrH:44].[BrH:44].[CH:1]([O:4][C:5]([C:7]1[CH:8]([C:35]2[CH:40]=[CH:39][CH:38]=[C:37]([N+:41]([O-:43])=[O:42])[CH:36]=2)[C:9]([C:15]([O:17][CH:18]2[CH2:19][N:20]([CH:22]([C:29]3[CH:34]=[CH:33][CH:32]=[CH:31][CH:30]=3)[C:23]3[CH:28]=[CH:27][CH:26]=[CH:25][CH:24]=3)[CH2:21]2)=[O:16])=[C:10]([NH2:14])[NH:11][C:12]=1[CH3:13])=[O:6])([CH3:3])[CH3:2]. The catalyst class is: 5. (2) Reactant: [Br:1][C:2]1[N:7]=[C:6]2[C:8]([C:11]([NH:13][C:14]([CH3:17])([CH3:16])[CH3:15])=[O:12])=[CH:9][NH:10][C:5]2=[N:4][CH:3]=1.Cl[C:19]([C:32]1[CH:37]=[CH:36][CH:35]=[CH:34][CH:33]=1)([C:26]1[CH:31]=[CH:30][CH:29]=[CH:28][CH:27]=1)[C:20]1[CH:25]=[CH:24][CH:23]=[CH:22][CH:21]=1.C(N(CC)CC)C. Product: [Br:1][C:2]1[N:7]=[C:6]2[C:8]([C:11]([NH:13][C:14]([CH3:17])([CH3:16])[CH3:15])=[O:12])=[CH:9][N:10]([C:19]([C:20]3[CH:25]=[CH:24][CH:23]=[CH:22][CH:21]=3)([C:32]3[CH:33]=[CH:34][CH:35]=[CH:36][CH:37]=3)[C:26]3[CH:27]=[CH:28][CH:29]=[CH:30][CH:31]=3)[C:5]2=[N:4][CH:3]=1. The catalyst class is: 3.